From a dataset of Peptide-MHC class I binding affinity with 185,985 pairs from IEDB/IMGT. Regression. Given a peptide amino acid sequence and an MHC pseudo amino acid sequence, predict their binding affinity value. This is MHC class I binding data. The peptide sequence is LTSREVLLLT. The MHC is HLA-B58:01 with pseudo-sequence HLA-B58:01. The binding affinity (normalized) is 0.444.